Dataset: Full USPTO retrosynthesis dataset with 1.9M reactions from patents (1976-2016). Task: Predict the reactants needed to synthesize the given product. (1) Given the product [F:27][C:21]1[CH:22]=[C:23]([F:26])[CH:24]=[CH:25][C:20]=1[N:16]1[C:15]([C:9]2[S:8][C:7]3[C:6]4[N:28]=[C:2]([NH:38][CH2:37][CH2:36][N:33]5[CH2:34][CH2:35][N:30]([CH3:29])[CH2:31][CH2:32]5)[CH:3]=[CH:4][C:5]=4[O:14][CH2:13][CH2:12][C:11]=3[CH:10]=2)=[N:19][CH:18]=[N:17]1, predict the reactants needed to synthesize it. The reactants are: Cl[C:2]1[CH:3]=[CH:4][C:5]2[O:14][CH2:13][CH2:12][C:11]3[CH:10]=[C:9]([C:15]4[N:16]([C:20]5[CH:25]=[CH:24][C:23]([F:26])=[CH:22][C:21]=5[F:27])[N:17]=[CH:18][N:19]=4)[S:8][C:7]=3[C:6]=2[N:28]=1.[CH3:29][N:30]1[CH2:35][CH2:34][N:33]([CH2:36][CH2:37][NH2:38])[CH2:32][CH2:31]1.CC(C1C=C(C(C)C)C(C2C=CC=CC=2P(C2CCCCC2)C2CCCCC2)=C(C(C)C)C=1)C.CC(C)([O-])C. (2) The reactants are: [C:1]([C:5]1[CH:6]=[C:7]([CH:10]=[C:11]([F:13])[CH:12]=1)C=O)([CH3:4])([CH3:3])[CH3:2].C1(C)C(S(O)(=O)=O)=CC=CC=1.C(N(CC)CC)C.[CH:32](OC)([O:35][CH3:36])[O:33][CH3:34]. Given the product [C:1]([C:5]1[CH:12]=[C:11]([F:13])[CH:10]=[C:7]([CH:32]([O:35][CH3:36])[O:33][CH3:34])[CH:6]=1)([CH3:4])([CH3:2])[CH3:3], predict the reactants needed to synthesize it. (3) Given the product [CH:23]1([NH:26][C:13]([C:4]2[C:5]3[C:10](=[CH:9][C:8]([O:11][CH3:12])=[CH:7][CH:6]=3)[N:2]([CH3:1])[C:3]=2[CH3:16])=[O:15])[CH2:25][CH2:24]1, predict the reactants needed to synthesize it. The reactants are: [CH3:1][N:2]1[C:10]2[C:5](=[CH:6][CH:7]=[C:8]([O:11][CH3:12])[CH:9]=2)[C:4]([C:13]([OH:15])=O)=[C:3]1[CH3:16].C(Cl)(=O)C(Cl)=O.[CH:23]1([NH2:26])[CH2:25][CH2:24]1. (4) Given the product [CH:1]1[C:10]2[C:5](=[CH:6][CH:7]=[CH:8][CH:9]=2)[CH:4]=[CH:3][C:2]=1[O:11][C@@H:12]1[C@H:16]([OH:17])[C@@H:15]([CH2:18][O:19][C:28]([C:45]2[CH:50]=[CH:49][CH:48]=[CH:47][CH:46]=2)([C:37]2[CH:44]=[CH:43][C:40]([O:41][CH3:42])=[CH:39][CH:38]=2)[C:29]2[CH:30]=[CH:31][C:32]([O:33][CH3:34])=[CH:35][CH:36]=2)[O:14][C@H:13]1[N:20]1[CH:27]=[CH:26][C:24](=[O:25])[NH:23][C:21]1=[O:22], predict the reactants needed to synthesize it. The reactants are: [CH:1]1[C:10]2[C:5](=[CH:6][CH:7]=[CH:8][CH:9]=2)[CH:4]=[CH:3][C:2]=1[O:11][C@@H:12]1[C@H:16]([OH:17])[C@@H:15]([CH2:18][OH:19])[O:14][C@H:13]1[N:20]1[CH:27]=[CH:26][C:24](=[O:25])[NH:23][C:21]1=[O:22].[C:28](Cl)([C:45]1[CH:50]=[CH:49][CH:48]=[CH:47][CH:46]=1)([C:37]1[CH:44]=[CH:43][C:40]([O:41][CH3:42])=[CH:39][CH:38]=1)[C:29]1[CH:36]=[CH:35][C:32]([O:33][CH3:34])=[CH:31][CH:30]=1. (5) Given the product [CH3:1][C:2]1[CH:10]=[C:9](/[CH:11]=[CH:12]/[C:13]2[C:22]([CH2:23][Br:29])=[CH:21][C:20]3[C:19]([CH3:24])([CH3:25])[C:18](=[O:26])[CH2:17][C:16]([CH3:28])([CH3:27])[C:15]=3[CH:14]=2)[CH:8]=[CH:7][C:3]=1[C:4]([OH:6])=[O:5], predict the reactants needed to synthesize it. The reactants are: [CH3:1][C:2]1[CH:10]=[C:9](/[CH:11]=[CH:12]/[C:13]2[C:22]([CH3:23])=[CH:21][C:20]3[C:19]([CH3:25])([CH3:24])[C:18](=[O:26])[CH2:17][C:16]([CH3:28])([CH3:27])[C:15]=3[CH:14]=2)[CH:8]=[CH:7][C:3]=1[C:4]([OH:6])=[O:5].[Br:29]N1C(=O)CCC1=O. (6) Given the product [Cl:38][C:30]1[N:31]([C:35]([O:21][C:15]2[CH:16]=[C:17]([F:20])[CH:18]=[CH:19][C:14]=2/[CH:13]=[C:9]2\[C:10](=[O:12])[N:11]=[C:7]([N:1]3[CH2:6][CH2:5][CH2:4][CH2:3][NH:2]3)[S:8]\2)=[O:36])[CH2:32][CH2:33][CH:34]=1, predict the reactants needed to synthesize it. The reactants are: [N:1]1([C:7]2[S:8]/[C:9](=[CH:13]\[C:14]3[CH:19]=[CH:18][C:17]([F:20])=[CH:16][C:15]=3[OH:21])/[C:10](=[O:12])[N:11]=2)[CH2:6][CH2:5][CH2:4][CH2:3][NH:2]1.C(N(CC)CC)C.O=[C:30]1[CH2:34][CH2:33][CH2:32][N:31]1[C:35](Cl)=[O:36].[Cl:38]CCl. (7) Given the product [CH2:1]([O:3][C:4](=[O:24])[C:5]([O:8][C:9]1[CH:14]=[CH:13][C:12]([CH2:15][N:16]([C:17]([O:19][C:20]([CH3:23])([CH3:22])[CH3:21])=[O:18])[CH3:27])=[CH:11][CH:10]=1)([CH3:7])[CH3:6])[CH3:2], predict the reactants needed to synthesize it. The reactants are: [CH2:1]([O:3][C:4](=[O:24])[C:5]([O:8][C:9]1[CH:14]=[CH:13][C:12]([CH2:15][NH:16][C:17]([O:19][C:20]([CH3:23])([CH3:22])[CH3:21])=[O:18])=[CH:11][CH:10]=1)([CH3:7])[CH3:6])[CH3:2].[H-].[Na+].[CH3:27]I.Cl. (8) Given the product [CH3:19][O:20][C:21]1[CH:26]=[CH:25][C:24]([N:27]2[CH2:32][CH2:31][CH2:30][CH2:29][CH2:28]2)=[CH:23][C:22]=1[CH2:33][CH2:34][N:1]1[CH2:2][CH2:3][CH:4]([N:7]2[C:15]3[C:10](=[CH:11][CH:12]=[C:13]([C:16]([NH2:18])=[O:17])[CH:14]=3)[CH:9]=[CH:8]2)[CH2:5][CH2:6]1, predict the reactants needed to synthesize it. The reactants are: [NH:1]1[CH2:6][CH2:5][CH:4]([N:7]2[C:15]3[C:10](=[CH:11][CH:12]=[C:13]([C:16]([NH2:18])=[O:17])[CH:14]=3)[CH:9]=[CH:8]2)[CH2:3][CH2:2]1.[CH3:19][O:20][C:21]1[CH:26]=[CH:25][C:24]([N:27]2[CH2:32][CH2:31][CH2:30][CH2:29][CH2:28]2)=[CH:23][C:22]=1[CH2:33][CH:34]=O.C(O[BH-](OC(=O)C)OC(=O)C)(=O)C.[Na+].[OH-].[Na+].